Dataset: Retrosynthesis with 50K atom-mapped reactions and 10 reaction types from USPTO. Task: Predict the reactants needed to synthesize the given product. Given the product Cc1ccc(F)c(NC(=O)Nc2ccc(B3OC(C)(C)C(C)(C)O3)cc2)c1, predict the reactants needed to synthesize it. The reactants are: CC1(C)OB(c2ccc(N)cc2)OC1(C)C.Cc1ccc(F)c(N=C=O)c1.